Dataset: Forward reaction prediction with 1.9M reactions from USPTO patents (1976-2016). Task: Predict the product of the given reaction. (1) Given the reactants [SH:1][CH2:2][CH2:3][C:4]([OH:6])=[O:5].[OH-].[K+].Br[CH2:10][CH2:11][C:12]([F:15])([F:14])[F:13], predict the reaction product. The product is: [F:13][C:12]([F:15])([F:14])[CH2:11][CH2:10][S:1][CH2:2][CH2:3][C:4]([OH:6])=[O:5]. (2) Given the reactants FC(F)(F)S(O[C:7]1[CH:12]=[C:11]([F:13])[C:10]([F:14])=[CH:9][C:8]=1[CH2:15][CH3:16])(=O)=O.C([O-])(=O)C.[K+].[CH3:24][C:25]1([CH3:41])[C:29]([CH3:31])([CH3:30])[O:28][B:27]([B:27]2[O:28][C:29]([CH3:31])([CH3:30])[C:25]([CH3:41])([CH3:24])[O:26]2)[O:26]1, predict the reaction product. The product is: [CH2:15]([C:8]1[CH:9]=[C:10]([F:14])[C:11]([F:13])=[CH:12][C:7]=1[B:27]1[O:28][C:29]([CH3:31])([CH3:30])[C:25]([CH3:41])([CH3:24])[O:26]1)[CH3:16]. (3) Given the reactants [C:1]([C@H:5]1[CH2:10][CH2:9][C@H:8]([O:11][C:12]2[CH:13]=[C:14]3[C:19](=[CH:20][CH:21]=2)[CH:18]=[C:17]([CH:22]=O)[CH:16]=[CH:15]3)[CH2:7][CH2:6]1)([CH3:4])([CH3:3])[CH3:2].[NH2:24][CH:25]([CH3:32])[CH2:26][C:27]([O:29][CH2:30][CH3:31])=[O:28].C(O)(=O)C.[BH-](OC(C)=O)(OC(C)=O)OC(C)=O.[Na+].C([O-])(O)=O.[Na+], predict the reaction product. The product is: [C:1]([C@H:5]1[CH2:10][CH2:9][C@H:8]([O:11][C:12]2[CH:13]=[C:14]3[C:19](=[CH:20][CH:21]=2)[CH:18]=[C:17]([CH2:22][NH:24][CH:25]([CH3:32])[CH2:26][C:27]([O:29][CH2:30][CH3:31])=[O:28])[CH:16]=[CH:15]3)[CH2:7][CH2:6]1)([CH3:4])([CH3:3])[CH3:2]. (4) Given the reactants [CH2:1]([OH:12])[C@H:2]([C@H:4]([C@@H:6]([C@@H:8]([CH2:10][OH:11])[OH:9])[OH:7])[OH:5])[OH:3].[NH2:13][C@H:14]([C:19]([OH:21])=[O:20])[C@H:15]([CH2:17][CH3:18])[CH3:16], predict the reaction product. The product is: [CH2:10]([OH:11])[C@H:8]([C@H:6]([C@@H:4]([C@@H:2]([CH2:1][OH:12])[OH:3])[OH:5])[OH:7])[OH:9].[NH2:13][C@H:14]([C:19]([OH:21])=[O:20])[C@H:15]([CH2:17][CH3:18])[CH3:16]. (5) Given the reactants [C:1]([O:5][C:6]([N:8]1[CH2:13][CH2:12][CH:11]([OH:14])[CH2:10][CH2:9]1)=[O:7])([CH3:4])([CH3:3])[CH3:2].[H-].[Na+].F[C:18]1[CH:19]=[C:20]2[C:25](=[CH:26][C:27]=1[CH3:28])[C:24](=[O:29])[N:23]([CH2:30][C:31]1[CH:36]=[CH:35][C:34]([O:37][CH3:38])=[CH:33][CH:32]=1)[CH:22]=[CH:21]2.O, predict the reaction product. The product is: [C:1]([O:5][C:6]([N:8]1[CH2:13][CH2:12][CH:11]([O:14][C:18]2[CH:19]=[C:20]3[C:25](=[CH:26][C:27]=2[CH3:28])[C:24](=[O:29])[N:23]([CH2:30][C:31]2[CH:32]=[CH:33][C:34]([O:37][CH3:38])=[CH:35][CH:36]=2)[CH:22]=[CH:21]3)[CH2:10][CH2:9]1)=[O:7])([CH3:4])([CH3:2])[CH3:3]. (6) The product is: [CH3:1][C@:2]12[C:8]([CH3:10])([CH3:9])[C@H:5]([C:4]3[CH:19]=[C:20]([CH2:21][C:22]4([CH3:25])[CH2:24][CH2:23]4)[N:28]=[N:29][C:3]=31)[CH2:6][CH2:7]2. Given the reactants [CH3:1][C@@:2]12[C:8]([CH3:10])([CH3:9])[C@@H:5]([CH2:6][CH2:7]1)[C:4](=O)[C:3]2=O.COP([CH2:19][C:20](=O)[CH2:21][C:22]1([CH3:25])[CH2:24][CH2:23]1)(=O)OC.O.[NH2:28][NH2:29], predict the reaction product.